This data is from Full USPTO retrosynthesis dataset with 1.9M reactions from patents (1976-2016). The task is: Predict the reactants needed to synthesize the given product. (1) Given the product [Cl:39][C:21]1[C:22]([NH:24][C:25]2[CH:30]=[CH:29][C:28]([N:31]3[CH2:32][CH2:33][O:34][CH2:35][CH2:36]3)=[CH:27][C:26]=2[O:37][CH3:38])=[N:23][C:18]([NH:16][C:13]2[CH:14]=[CH:15][C:8]3[CH2:7][CH2:6][N:5]([S:2]([CH3:1])(=[O:4])=[O:3])[CH2:11][CH2:10][C:9]=3[CH:12]=2)=[N:19][CH:20]=1, predict the reactants needed to synthesize it. The reactants are: [CH3:1][S:2]([N:5]1[CH2:11][CH2:10][C:9]2[CH:12]=[C:13]([NH2:16])[CH:14]=[CH:15][C:8]=2[CH2:7][CH2:6]1)(=[O:4])=[O:3].Cl[C:18]1[N:23]=[C:22]([NH:24][C:25]2[CH:30]=[CH:29][C:28]([N:31]3[CH2:36][CH2:35][O:34][CH2:33][CH2:32]3)=[CH:27][C:26]=2[O:37][CH3:38])[C:21]([Cl:39])=[CH:20][N:19]=1. (2) Given the product [C:1]([C:3]1([C:6]2[CH:7]=[C:8]([CH:27]=[CH:28][CH:29]=2)[CH2:9][N:10]2[C:18]3[C:13](=[CH:14][C:15]([C:19]([OH:21])=[O:20])=[CH:16][CH:17]=3)[C:12]([CH3:25])=[C:11]2[CH3:26])[CH2:4][CH2:5]1)#[N:2], predict the reactants needed to synthesize it. The reactants are: [C:1]([C:3]1([C:6]2[CH:7]=[C:8]([CH:27]=[CH:28][CH:29]=2)[CH2:9][N:10]2[C:18]3[C:13](=[CH:14][C:15]([C:19]([O:21]CC=C)=[O:20])=[CH:16][CH:17]=3)[C:12]([CH3:25])=[C:11]2[CH3:26])[CH2:5][CH2:4]1)#[N:2].N1CCOCC1. (3) Given the product [CH2:1]([O:3][C:4]([N:6]1[CH2:11][CH2:10][N:9]([C:12](=[O:43])[C@@H:13]([NH:23][C:24]([C:26]2[CH:35]=[C:34]([O:36][C@H:37]([CH3:38])[C:39]([N:75]3[CH2:76][CH2:77][CH2:78][C@H:74]3[C:72](=[O:73])[NH:71][CH:67]3[CH2:68][CH2:69][CH2:70]3)=[O:41])[C:33]3[C:28](=[CH:29][C:30]([CH3:42])=[CH:31][CH:32]=3)[N:27]=2)=[O:25])[CH2:14][CH2:15][C:16]([O:18][C:19]([CH3:22])([CH3:21])[CH3:20])=[O:17])[CH2:8][CH2:7]1)=[O:5])[CH3:2], predict the reactants needed to synthesize it. The reactants are: [CH2:1]([O:3][C:4]([N:6]1[CH2:11][CH2:10][N:9]([C:12](=[O:43])[C@@H:13]([NH:23][C:24]([C:26]2[CH:35]=[C:34]([O:36][C@@H:37]([C:39]([OH:41])=O)[CH3:38])[C:33]3[C:28](=[CH:29][C:30]([CH3:42])=[CH:31][CH:32]=3)[N:27]=2)=[O:25])[CH2:14][CH2:15][C:16]([O:18][C:19]([CH3:22])([CH3:21])[CH3:20])=[O:17])[CH2:8][CH2:7]1)=[O:5])[CH3:2].C(Cl)CCl.FC1C(O)=C(F)C(F)=C(F)C=1F.FC(F)(F)C(O)=O.[CH:67]1([NH:71][C:72]([C@@H:74]2[CH2:78][CH2:77][CH2:76][NH:75]2)=[O:73])[CH2:70][CH2:69][CH2:68]1. (4) Given the product [CH3:6][CH:7]([CH2:10][CH3:11])[CH:8]([NH:19][CH2:15][CH:16]([CH3:18])[CH3:17])[C:12]#[N:13], predict the reactants needed to synthesize it. The reactants are: S([O-])(O)=O.[Na+].[CH3:6][CH:7]([CH2:10][CH3:11])[CH:8]=O.[C-:12]#[N:13].[Na+].[CH2:15]([NH2:19])[CH:16]([CH3:18])[CH3:17]. (5) Given the product [Cl:1][C:2]1[CH:3]=[CH:4][C:5]2[N:6]([CH:8]=[C:9]([C:11]([Cl:15])=[O:13])[N:10]=2)[N:7]=1, predict the reactants needed to synthesize it. The reactants are: [Cl:1][C:2]1[CH:3]=[CH:4][C:5]2[N:6]([CH:8]=[C:9]([C:11]([OH:13])=O)[N:10]=2)[N:7]=1.C(Cl)[Cl:15].C(Cl)(=O)C(Cl)=O.CN(C=O)C. (6) Given the product [CH3:21][O:20][C:17]1[CH:18]=[CH:19][C:14]([N:7]2[C:8]3[CH:13]=[CH:12][CH:11]=[CH:10][C:9]=3[N:5]([CH2:4][CH2:3][CH2:2][NH:25][CH3:24])[S:6]2(=[O:23])=[O:22])=[CH:15][CH:16]=1, predict the reactants needed to synthesize it. The reactants are: Br[CH2:2][CH2:3][CH2:4][N:5]1[C:9]2[CH:10]=[CH:11][CH:12]=[CH:13][C:8]=2[N:7]([C:14]2[CH:19]=[CH:18][C:17]([O:20][CH3:21])=[CH:16][CH:15]=2)[S:6]1(=[O:23])=[O:22].[CH3:24][NH2:25]. (7) Given the product [OH:15][C:14](=[C:6]1[C:7](=[O:8])[O:9][C:2]([CH3:10])([CH3:1])[O:3][C:4]1=[O:5])[CH2:13][C:12](=[O:16])[CH3:11], predict the reactants needed to synthesize it. The reactants are: [CH3:1][C:2]1([CH3:10])[O:9][C:7](=[O:8])[CH2:6][C:4](=[O:5])[O:3]1.[CH2:11]=[C:12]1[O:16][C:14](=[O:15])[CH2:13]1.